From a dataset of Catalyst prediction with 721,799 reactions and 888 catalyst types from USPTO. Predict which catalyst facilitates the given reaction. (1) Reactant: [Cl:1][C:2]1[CH:3]=[CH:4][C:5]2[S:9][C:8]([N:10]3[C:14](=[O:15])[CH:13]=[C:12]([C:16]4[CH:21]=[CH:20][CH:19]=[CH:18][CH:17]=4)[NH:11]3)=[N:7][C:6]=2[CH:22]=1.CO[CH:25](OC)[N:26]([CH3:28])[CH3:27].CCOCC. Product: [Cl:1][C:2]1[CH:3]=[CH:4][C:5]2[S:9][C:8]([N:10]3[C:14](=[O:15])[C:13](=[CH:25][N:26]([CH3:28])[CH3:27])[C:12]([C:16]4[CH:21]=[CH:20][CH:19]=[CH:18][CH:17]=4)=[N:11]3)=[N:7][C:6]=2[CH:22]=1. The catalyst class is: 1. (2) Reactant: [F:1][C:2]1[CH:3]=[CH:4][C:5]2[O:9][C:8]([CH:10]=[O:11])=[CH:7][C:6]=2[CH:12]=1.[BH4-].[Na+]. Product: [F:1][C:2]1[CH:3]=[CH:4][C:5]2[O:9][C:8]([CH2:10][OH:11])=[CH:7][C:6]=2[CH:12]=1. The catalyst class is: 14.